Dataset: Forward reaction prediction with 1.9M reactions from USPTO patents (1976-2016). Task: Predict the product of the given reaction. (1) Given the reactants ON1C(=O)CCC1=O.C(N)C=C.[CH:13]1[C:19](=[O:20])[NH:18][C:16](=[O:17])[N:15]([C@@H:21]2[O:25][C@H:24]([CH2:26][O:27][P:28]([O:31][P:32]([O:35][P:36]([OH:39])([OH:38])=[O:37])([OH:34])=[O:33])([OH:30])=[O:29])[C@@H:23]([OH:40])[CH2:22]2)[CH:14]=1, predict the reaction product. The product is: [CH:13]1[C:19](=[O:20])[NH:18][C:16](=[O:17])[N:15]([C@@H:21]2[O:25][C@H:24]([CH2:26][O:27][P:28]([O:31][P:32]([O:35][P:36]([OH:39])([OH:38])=[O:37])([OH:34])=[O:33])([OH:30])=[O:29])[C@@H:23]([OH:40])[CH2:22]2)[CH:14]=1. (2) Given the reactants [H-].[Na+].[Cl:3][C:4]1[CH:10]=[CH:9][CH:8]=[C:7]([Cl:11])[C:5]=1[NH2:6].CS(C)=O.CC1C=CC(S(O[C:27]2[C:36]3[C:31](=[C:32]([O:39][CH:40]4[CH2:44][CH2:43][CH2:42][CH2:41]4)[C:33]([O:37][CH3:38])=[CH:34][CH:35]=3)[O:30][C:29](=[O:45])[CH:28]=2)(=O)=O)=CC=1, predict the reaction product. The product is: [CH:40]1([O:39][C:32]2[C:33]([O:37][CH3:38])=[CH:34][CH:35]=[C:36]3[C:31]=2[O:30][C:29](=[O:45])[CH:28]=[C:27]3[NH:6][C:5]2[C:4]([Cl:3])=[CH:10][CH:9]=[CH:8][C:7]=2[Cl:11])[CH2:41][CH2:42][CH2:43][CH2:44]1. (3) Given the reactants C(OC([N:8]1[CH2:14][CH2:13][CH2:12][N:11]([C:15]2[N:16]([C:26]3[CH:31]=[CH:30][CH:29]=[CH:28][CH:27]=3)[C:17]3[C:22]([C:23]=2[CH:24]=[O:25])=[CH:21][CH:20]=[CH:19][CH:18]=3)[CH2:10][CH2:9]1)=O)(C)(C)C.FC(F)(F)C(O)=O, predict the reaction product. The product is: [N:11]1([C:15]2[N:16]([C:26]3[CH:31]=[CH:30][CH:29]=[CH:28][CH:27]=3)[C:17]3[C:22]([C:23]=2[CH:24]=[O:25])=[CH:21][CH:20]=[CH:19][CH:18]=3)[CH2:12][CH2:13][CH2:14][NH:8][CH2:9][CH2:10]1. (4) Given the reactants [CH2:1]([O:3][C:4]1[CH:9]=[CH:8][C:7]([NH:10][C:11]2[C:16]([F:17])=[CH:15][N:14]=[C:13]([NH:18][C:19]3[CH:24]=[CH:23][C:22]4[O:25][CH2:26][CH2:27][O:28][C:21]=4[CH:20]=3)[N:12]=2)=[CH:6][CH:5]=1)[CH3:2].ClC1N=C(NC2C=CC(OCCCC)=CC=2)[C:33](F)=[CH:32]N=1, predict the reaction product. The product is: [CH2:1]([O:3][C:4]1[CH:9]=[CH:8][C:7]([NH:10][C:11]2[C:16]([F:17])=[CH:15][N:14]=[C:13]([NH:18][C:19]3[CH:24]=[CH:23][C:22]4[O:25][CH2:26][CH2:27][O:28][C:21]=4[CH:20]=3)[N:12]=2)=[CH:6][CH:5]=1)[CH2:2][CH2:32][CH3:33]. (5) Given the reactants [Cl:1][C:2]1[N:11]=[C:10](Cl)[C:9]2[C:4](=[CH:5][C:6]([O:15][CH3:16])=[C:7]([O:13][CH3:14])[CH:8]=2)[N:3]=1.CCN(CC)CC.[CH2:24]([NH2:31])[C:25]1[CH:30]=[CH:29][CH:28]=[CH:27][CH:26]=1, predict the reaction product. The product is: [CH2:24]([NH:31][C:10]1[C:9]2[C:4](=[CH:5][C:6]([O:15][CH3:16])=[C:7]([O:13][CH3:14])[CH:8]=2)[N:3]=[C:2]([Cl:1])[N:11]=1)[C:25]1[CH:30]=[CH:29][CH:28]=[CH:27][CH:26]=1. (6) Given the reactants S([O-])([O-])(=O)=O.[CH2:6]([N+:9]1[CH:13]=[CH:12][N:11]([CH2:14][CH2:15][CH3:16])[C:10]=1[CH3:17])[CH2:7][CH3:8].[CH2:14]([N+:11]1[CH:12]=[CH:13][N:9]([CH2:6][CH2:7][CH3:8])[C:10]=1[CH3:17])[CH2:15][CH3:16].[CH:30]([O-:32])=[O:31].[Ba+2].C([O-])=O, predict the reaction product. The product is: [CH:30]([O-:32])=[O:31].[CH2:14]([N+:11]1[CH:12]=[CH:13][N:9]([CH2:6][CH2:7][CH3:8])[C:10]=1[CH3:17])[CH2:15][CH3:16].